Dataset: Merck oncology drug combination screen with 23,052 pairs across 39 cell lines. Task: Regression. Given two drug SMILES strings and cell line genomic features, predict the synergy score measuring deviation from expected non-interaction effect. (1) Drug 1: COc1cc(C2c3cc4c(cc3C(OC3OC5COC(C)OC5C(O)C3O)C3COC(=O)C23)OCO4)cc(OC)c1O. Drug 2: O=C(O)C1(Cc2cccc(Nc3nccs3)n2)CCC(Oc2cccc(Cl)c2F)CC1. Cell line: ZR751. Synergy scores: synergy=-13.8. (2) Drug 1: CN(C)C(=N)N=C(N)N. Drug 2: NC(=O)c1cccc2cn(-c3ccc(C4CCCNC4)cc3)nc12. Cell line: ES2. Synergy scores: synergy=-0.878. (3) Cell line: A2058. Drug 2: CC(C)CC(NC(=O)C(Cc1ccccc1)NC(=O)c1cnccn1)B(O)O. Synergy scores: synergy=7.73. Drug 1: O=S1(=O)NC2(CN1CC(F)(F)F)C1CCC2Cc2cc(C=CCN3CCC(C(F)(F)F)CC3)ccc2C1. (4) Drug 1: CN1C(=O)C=CC2(C)C3CCC4(C)C(NC(=O)OCC(F)(F)F)CCC4C3CCC12. Drug 2: O=C(CCCCCCC(=O)Nc1ccccc1)NO. Cell line: NCIH23. Synergy scores: synergy=-5.49. (5) Drug 1: CN1C(=O)C=CC2(C)C3CCC4(C)C(NC(=O)OCC(F)(F)F)CCC4C3CCC12. Drug 2: CC1CC2C3CCC4=CC(=O)C=CC4(C)C3(F)C(O)CC2(C)C1(O)C(=O)CO. Cell line: NCIH460. Synergy scores: synergy=-8.06. (6) Drug 1: Cn1nnc2c(C(N)=O)ncn2c1=O. Drug 2: C=CCn1c(=O)c2cnc(Nc3ccc(N4CCN(C)CC4)cc3)nc2n1-c1cccc(C(C)(C)O)n1. Cell line: UWB1289BRCA1. Synergy scores: synergy=10.2.